Dataset: hERG Central: cardiac toxicity at 1µM, 10µM, and general inhibition. Task: Predict hERG channel inhibition at various concentrations. The drug is CN1C[C@H](CNC(=O)OCc2ccccc2)C[C@@H]2c3cccc4c3c(cn4C)C[C@H]21. Results: hERG_inhib (hERG inhibition (general)): blocker.